Dataset: Full USPTO retrosynthesis dataset with 1.9M reactions from patents (1976-2016). Task: Predict the reactants needed to synthesize the given product. (1) Given the product [C:16]([O:20][C:21]([N:23]1[CH2:28][CH2:27][CH:26]([NH:29][C:10]2[O:9][N:8]=[C:7]([C:1]3[CH:6]=[CH:5][CH:4]=[CH:3][CH:2]=3)[N:11]=2)[CH2:25][CH2:24]1)=[O:22])([CH3:19])([CH3:17])[CH3:18], predict the reactants needed to synthesize it. The reactants are: [C:1]1([C:7]2[N:11]=[C:10](C(Cl)(Cl)Cl)[O:9][N:8]=2)[CH:6]=[CH:5][CH:4]=[CH:3][CH:2]=1.[C:16]([O:20][C:21]([N:23]1[CH2:28][CH2:27][CH:26]([NH2:29])[CH2:25][CH2:24]1)=[O:22])([CH3:19])([CH3:18])[CH3:17].C([O-])(O)=O.[Na+]. (2) Given the product [CH3:8][C:9]1[N:10]=[C:11]([NH:27][C:33]([N:30]2[CH:29]=[CH:28][N:32]=[CH:31]2)=[O:34])[S:12][C:13]=1[C:14]1[N:15]=[C:16]([C:19]([N:21]2[CH2:26][CH2:25][O:24][CH2:23][CH2:22]2)=[O:20])[S:17][CH:18]=1, predict the reactants needed to synthesize it. The reactants are: C(N(CC)CC)C.[CH3:8][C:9]1[N:10]=[C:11]([NH2:27])[S:12][C:13]=1[C:14]1[N:15]=[C:16]([C:19]([N:21]2[CH2:26][CH2:25][O:24][CH2:23][CH2:22]2)=[O:20])[S:17][CH:18]=1.[CH:28]1[N:32]=[CH:31][N:30]([C:33](N2C=NC=C2)=[O:34])[CH:29]=1.CN(C=O)C. (3) Given the product [CH3:13][S:12][C:9]1[N:10]=[CH:11][C:6]2[CH:5]=[CH:4][N:3]=[C:2]([N:25]3[CH2:26][CH2:27][C:23]4([CH2:20][O:21][CH2:22]4)[CH2:24]3)[C:7]=2[N:8]=1, predict the reactants needed to synthesize it. The reactants are: Cl[C:2]1[C:7]2[N:8]=[C:9]([S:12][CH3:13])[N:10]=[CH:11][C:6]=2[CH:5]=[CH:4][N:3]=1.C(O)(=O)C(O)=O.[CH2:20]1[C:23]2([CH2:27][CH2:26][NH:25][CH2:24]2)[CH2:22][O:21]1.[CH2:20]1[C:23]2([CH2:27][CH2:26][NH:25][CH2:24]2)[CH2:22][O:21]1. (4) Given the product [CH:1]1([CH2:4][N:5]2[C:13]3[CH:12]=[CH:11][C:10]([C:14]([N:16]4[CH2:21][CH2:20][CH:19]([CH3:22])[CH2:18][CH2:17]4)=[O:15])=[CH:9][C:8]=3[C:7]3[CH2:23][NH:24][CH2:25][CH2:26][C:6]2=3)[CH2:3][CH2:2]1.[ClH:34], predict the reactants needed to synthesize it. The reactants are: [CH:1]1([CH2:4][N:5]2[C:13]3[CH:12]=[CH:11][C:10]([C:14]([N:16]4[CH2:21][CH2:20][CH:19]([CH3:22])[CH2:18][CH2:17]4)=[O:15])=[CH:9][C:8]=3[C:7]3[CH2:23][N:24](C(OC(C)(C)C)=O)[CH2:25][CH2:26][C:6]2=3)[CH2:3][CH2:2]1.[ClH:34]. (5) Given the product [NH2:36][C:22]1[N:23]=[CH:24][C:25](/[C:3](/[S:16][CH3:17])=[CH:4]\[C:5]([CH:7]2[CH:15]3[CH:8]2[CH2:9][C:10]2([CH2:14]3)[CH2:13][O:12][CH2:11]2)=[O:6])=[CH:26][C:21]=1[O:20][CH:19]([F:37])[F:18], predict the reactants needed to synthesize it. The reactants are: CS[C:3]([S:16][CH3:17])=[CH:4][C:5]([CH:7]1[CH:15]2[CH:8]1[CH2:9][C:10]1([CH2:14]2)[CH2:13][O:12][CH2:11]1)=[O:6].[F:18][CH:19]([F:37])[O:20][C:21]1[C:22]([NH2:36])=[N:23][CH:24]=[C:25](B2OC(C)(C)C(C)(C)O2)[CH:26]=1.C(=O)([O-])[O-].[Cs+].[Cs+]. (6) Given the product [C:16]([N:13]1[CH2:14][CH2:15][C:4]2[C:3]3[C:2]([C:23]4[CH:11]=[CH:5][CH:4]=[CH:15][C:26]=4[O:27][CH3:28])=[CH:10][CH:9]=[CH:8][C:7]=3[NH:6][C:5]=2[CH2:11][CH2:12]1)(=[O:18])[C:2]1[CH:3]=[CH:7][CH:8]=[CH:9][CH:10]=1, predict the reactants needed to synthesize it. The reactants are: Br[C:2]1[C:3]2[C:4]3[CH2:15][CH2:14][N:13]([C:16]([O:18]C(C)(C)C)=O)[CH2:12][CH2:11][C:5]=3[NH:6][C:7]=2[CH:8]=[CH:9][CH:10]=1.[CH2:23]([CH2:26][O:27][CH3:28])OC.C([O-])([O-])=O.[Na+].[Na+]. (7) Given the product [CH3:14][N:12]1[CH:13]=[C:9]([NH:8][C:4]2[N:5]=[CH:6][N:7]=[C:2]([C:27]3[CH:28]=[CH:29][C:22]([O:21][CH:18]4[CH2:19][CH2:20][O:15][CH2:16][CH2:17]4)=[C:23]([CH:26]=3)[C:24]#[N:25])[N:3]=2)[CH:10]=[N:11]1, predict the reactants needed to synthesize it. The reactants are: Cl[C:2]1[N:7]=[CH:6][N:5]=[C:4]([NH:8][C:9]2[CH:10]=[N:11][N:12]([CH3:14])[CH:13]=2)[N:3]=1.[O:15]1[CH2:20][CH2:19][CH:18]([O:21][C:22]2[CH:29]=[CH:28][C:27](B3OC(C)(C)C(C)(C)O3)=[CH:26][C:23]=2[C:24]#[N:25])[CH2:17][CH2:16]1.C1(P(C2C=CC=CC=2)C2C=CC=CC=2)C=CC=CC=1.C(=O)([O-])[O-].[Na+].[Na+]. (8) Given the product [NH2:13][C:3]1[C:2]([Cl:1])=[CH:11][CH:10]=[C:5]([C:6]([O:8][CH3:9])=[O:7])[C:4]=1[OH:12], predict the reactants needed to synthesize it. The reactants are: [Cl:1][C:2]1[C:3]([N+:13]([O-])=O)=[C:4]([OH:12])[C:5](=[CH:10][CH:11]=1)[C:6]([O:8][CH3:9])=[O:7].C(O)(=O)C. (9) Given the product [Br:17][C:18]1[N:19]=[C:20]([N:16]2[C:10]3[CH:9]=[C:8]([C:6]4[CH:5]=[N:4][CH:3]=[C:2]([CH3:1])[N:7]=4)[N:13]=[CH:12][C:11]=3[CH:14]=[N:15]2)[CH:21]=[CH:22][CH:23]=1, predict the reactants needed to synthesize it. The reactants are: [CH3:1][C:2]1[N:7]=[C:6]([C:8]2[N:13]=[CH:12][C:11]3[CH:14]=[N:15][NH:16][C:10]=3[CH:9]=2)[CH:5]=[N:4][CH:3]=1.[Br:17][C:18]1[C:23](OC)=[CH:22][CH:21]=[C:20](I)[N:19]=1.C(=O)([O-])[O-].[K+].[K+].CNCCNC. (10) The reactants are: C1OCCOCCOCCOCCOCCOC1.[C:19]([CH:23]([C:25](Br)([F:27])[F:26])[Br:24])([F:22])([F:21])[F:20]. Given the product [C:19]([C:23](=[C:25]([F:27])[F:26])[Br:24])([F:22])([F:21])[F:20], predict the reactants needed to synthesize it.